From a dataset of Reaction yield outcomes from USPTO patents with 853,638 reactions. Predict the reaction yield, written as a fraction of the theoretical maximum amount of product (1.0 means a 100% yield; for example, 0.34 means a 34% yield). (1) The reactants are C([N:8]1[CH2:13][CH2:12][C@@H:11]([CH3:14])[C@@H:10]([N:15]([CH3:25])[C:16]2[C:17]3[CH:24]=[CH:23][NH:22][C:18]=3[N:19]=[CH:20][N:21]=2)[CH2:9]1)C1C=CC=CC=1.Cl. The catalyst is C(O)C. The product is [CH3:25][N:15]([C@@H:10]1[C@H:11]([CH3:14])[CH2:12][CH2:13][NH:8][CH2:9]1)[C:16]1[C:17]2[CH:24]=[CH:23][NH:22][C:18]=2[N:19]=[CH:20][N:21]=1. The yield is 0.900. (2) The reactants are [N:1]1([CH2:6][CH2:7][OH:8])[CH:5]=[CH:4][N:3]=[N:2]1.[H-].[Na+].I[CH2:12][C:13]1[CH:18]=[CH:17][C:16]([N+:19]([O-:21])=[O:20])=[CH:15][CH:14]=1.O. The catalyst is C1COCC1.C(OCC)(=O)C. The product is [N+:19]([C:16]1[CH:17]=[CH:18][C:13]([CH2:12][O:8][CH2:7][CH2:6][N:1]2[CH:5]=[CH:4][N:3]=[N:2]2)=[CH:14][CH:15]=1)([O-:21])=[O:20]. The yield is 0.270.